From a dataset of Catalyst prediction with 721,799 reactions and 888 catalyst types from USPTO. Predict which catalyst facilitates the given reaction. (1) Reactant: C(Cl)(=O)C(Cl)=O.[Br:7][C:8]1[CH:9]=[C:10]([CH2:16][OH:17])[C:11]([CH2:14][OH:15])=[CH:12][CH:13]=1.C(N(CC)CC)C.O. Product: [Br:7][C:8]1[CH:9]=[C:10]([CH:16]=[O:17])[C:11]([CH:14]=[O:15])=[CH:12][CH:13]=1. The catalyst class is: 764. (2) Reactant: C[O:2][C:3]([C:5]1[CH:6]=[C:7]2[C:11](=[CH:12][CH:13]=1)[N:10]([CH2:14][C:15](OC)([O:32]C)[CH2:16][O:17][C:18]1[CH:23]=[CH:22][C:21]([CH2:24][CH2:25][CH2:26][CH2:27][CH2:28][CH2:29][CH2:30][CH3:31])=[CH:20][CH:19]=1)[CH:9]=[C:8]2[C:36](=[O:45])[CH2:37][CH2:38][CH2:39][CH2:40][C:41]([O:43]C)=[O:42])=[O:4].CO.[OH-].[Na+]. Product: [C:41]([CH2:40][CH2:39][CH2:38][CH2:37][C:36]([C:8]1[C:7]2[C:11](=[CH:12][CH:13]=[C:5]([C:3]([OH:4])=[O:2])[CH:6]=2)[N:10]([CH2:14][C:15](=[O:32])[CH2:16][O:17][C:18]2[CH:19]=[CH:20][C:21]([CH2:24][CH2:25][CH2:26][CH2:27][CH2:28][CH2:29][CH2:30][CH3:31])=[CH:22][CH:23]=2)[CH:9]=1)=[O:45])([OH:43])=[O:42]. The catalyst class is: 6. (3) Reactant: C([O:8][C:9]1[CH:14]=[CH:13][C:12](/[CH:15]=[CH:16]/[CH2:17][O:18][CH2:19][CH2:20][CH2:21][N:22]2[CH2:27][CH2:26][CH2:25][CH2:24][CH2:23]2)=[CH:11][C:10]=1[O:28][CH3:29])C1C=CC=CC=1. Product: [OH:8][C:9]1[CH:14]=[CH:13][C:12]([CH2:15][CH2:16][CH2:17][O:18][CH2:19][CH2:20][CH2:21][N:22]2[CH2:27][CH2:26][CH2:25][CH2:24][CH2:23]2)=[CH:11][C:10]=1[O:28][CH3:29]. The catalyst class is: 43. (4) Reactant: [CH3:1][N:2]([CH3:34])[C:3]([C:5]1[C:22]([CH2:23][CH:24](O)[CH2:25][C:26]2[CH:31]=[CH:30][CH:29]=[CH:28][CH:27]=2)=[C:21]([OH:33])[C:8]2[N:9]=[C:10]([CH3:20])[N:11](COCC[Si](C)(C)C)[C:7]=2[CH:6]=1)=[O:4].P(=O)(O)(O)O.[OH-].[Na+]. Product: [CH3:1][N:2]([CH3:34])[C:3]([C:5]1[C:22]2[CH2:23][CH2:24][CH:25]([C:26]3[CH:31]=[CH:30][CH:29]=[CH:28][CH:27]=3)[O:33][C:21]=2[C:8]2[N:9]=[C:10]([CH3:20])[NH:11][C:7]=2[CH:6]=1)=[O:4]. The catalyst class is: 6. (5) Reactant: [CH2:1]([O:8][C:9]1[N:17]=[C:16]([C:18]2[CH:23]=[CH:22][C:21]([N:24]([CH3:26])[CH3:25])=[CH:20][CH:19]=2)[C:15]([CH:27]=[O:28])=[C:14]([O:29][CH2:30][C:31]2[CH:36]=[CH:35][CH:34]=[CH:33][CH:32]=2)[C:10]=1[C:11]([O-:13])=[O:12])[C:2]1[CH:7]=[CH:6][CH:5]=[CH:4][CH:3]=1.[BH4-].[Na+]. Product: [CH2:1]([O:8][C:9]1[N:17]=[C:16]([C:18]2[CH:23]=[CH:22][C:21]([N:24]([CH3:26])[CH3:25])=[CH:20][CH:19]=2)[C:15]([CH2:27][OH:28])=[C:14]([O:29][CH2:30][C:31]2[CH:36]=[CH:35][CH:34]=[CH:33][CH:32]=2)[C:10]=1[C:11]([O:13][CH2:1][C:2]1[CH:7]=[CH:6][CH:5]=[CH:4][CH:3]=1)=[O:12])[C:2]1[CH:3]=[CH:4][CH:5]=[CH:6][CH:7]=1. The catalyst class is: 301. (6) Reactant: Br[C:2]1[CH:3]=[C:4]([O:9][C:10]2[C:11]([F:27])=[C:12]([CH2:17][NH:18][C:19]([C:21]3[NH:25][CH:24]=[N:23][C:22]=3[Cl:26])=[O:20])[CH:13]=[CH:14][C:15]=2[Cl:16])[CH:5]=[C:6]([Cl:8])[CH:7]=1.[CH:28]1([C:31]#[CH:32])[CH2:30][CH2:29]1. Product: [Cl:26][C:22]1[N:23]=[CH:24][NH:25][C:21]=1[C:19]([NH:18][CH2:17][C:12]1[CH:13]=[CH:14][C:15]([Cl:16])=[C:10]([O:9][C:4]2[CH:3]=[C:2]([C:32]#[C:31][CH:28]3[CH2:30][CH2:29]3)[CH:7]=[C:6]([Cl:8])[CH:5]=2)[C:11]=1[F:27])=[O:20]. The catalyst class is: 356. (7) Reactant: Br[C:2]1[CH:7]=[CH:6][CH:5]=[CH:4][N:3]=1.C([Mg]Cl)(C)C.[F:13][C:14]1[CH:19]=[CH:18][C:17]([N:20]2[C:24]3[CH:25]=[C:26]4[C@:31]([CH:33]=[O:34])([CH2:32][C:23]=3[CH:22]=[N:21]2)[CH2:30][N:29]([S:35]([C:38]2[CH:43]=[CH:42][C:41]([C:44]([F:47])([F:46])[F:45])=[CH:40][CH:39]=2)(=[O:37])=[O:36])[CH2:28][CH2:27]4)=[CH:16][CH:15]=1.Cl. Product: [F:13][C:14]1[CH:19]=[CH:18][C:17]([N:20]2[C:24]3[CH:25]=[C:26]4[C@:31]([CH:33]([C:2]5[CH:7]=[CH:6][CH:5]=[CH:4][N:3]=5)[OH:34])([CH2:32][C:23]=3[CH:22]=[N:21]2)[CH2:30][N:29]([S:35]([C:38]2[CH:39]=[CH:40][C:41]([C:44]([F:47])([F:45])[F:46])=[CH:42][CH:43]=2)(=[O:37])=[O:36])[CH2:28][CH2:27]4)=[CH:16][CH:15]=1. The catalyst class is: 30. (8) Reactant: O=P(Cl)(Cl)[Cl:3].[F:6][C:7]1[CH:8]=[C:9]([C:13]2[C:22]3[C:17](=[CH:18][CH:19]=[C:20]([C:23]4[CH:28]=[CH:27][CH:26]=[CH:25][N:24]=4)[CH:21]=3)[C:16](O)=[N:15][C:14]=2[C:30]#[N:31])[CH:10]=[CH:11][CH:12]=1.C([O-])(O)=O.[Na+]. Product: [Cl:3][C:16]1[C:17]2[C:22](=[CH:21][C:20]([C:23]3[CH:28]=[CH:27][CH:26]=[CH:25][N:24]=3)=[CH:19][CH:18]=2)[C:13]([C:9]2[CH:10]=[CH:11][CH:12]=[C:7]([F:6])[CH:8]=2)=[C:14]([C:30]#[N:31])[N:15]=1. The catalyst class is: 6. (9) Reactant: C[O:2][C:3](=[O:14])[CH:4](Br)[C:5]1[CH:10]=[CH:9][C:8]([Cl:11])=[C:7]([Cl:12])[CH:6]=1.[CH:15]1([SH:21])[CH2:20][CH2:19][CH2:18][CH2:17][CH2:16]1.[NH2:22][C:23]1[S:24][CH:25]=[CH:26][N:27]=1. Product: [CH:15]1([S:21][CH:4]([C:5]2[CH:10]=[CH:9][C:8]([Cl:11])=[C:7]([Cl:12])[CH:6]=2)[C:3]([OH:2])=[O:14])[CH2:20][CH2:19][CH2:18][CH2:17][CH2:16]1.[CH:15]1([S:21][CH:4]([C:5]2[CH:10]=[CH:9][C:8]([Cl:11])=[C:7]([Cl:12])[CH:6]=2)[C:3]([NH:22][C:23]2[S:24][CH:25]=[CH:26][N:27]=2)=[O:14])[CH2:20][CH2:19][CH2:18][CH2:17][CH2:16]1. The catalyst class is: 1. (10) Reactant: [NH2:1][C:2]1[C:3]([NH:12][CH3:13])=[C:4]([CH:9]=[CH:10][CH:11]=1)[C:5]([NH:7][CH3:8])=[O:6].CN(C=O)C.OOS([O-])=O.[K+].[CH:25](=O)[C:26]1[CH:31]=[CH:30][CH:29]=[N:28][CH:27]=1. Product: [CH3:8][NH:7][C:5]([C:4]1[C:3]2[N:12]([CH3:13])[C:25]([C:26]3[CH:27]=[N:28][CH:29]=[CH:30][CH:31]=3)=[N:1][C:2]=2[CH:11]=[CH:10][CH:9]=1)=[O:6]. The catalyst class is: 6.